Predict the product of the given reaction. From a dataset of Forward reaction prediction with 1.9M reactions from USPTO patents (1976-2016). (1) Given the reactants [C:1]([C:3]1[CH:8]=[CH:7][C:6]([OH:9])=[CH:5][CH:4]=1)#[N:2].O[CH2:11][CH2:12][CH2:13][C:14]1[C:15]2[C:16]3[CH2:27][CH2:26][N:25](C(OC(C)(C)C)=O)[CH2:24][CH2:23][C:17]=3[NH:18][C:19]=2[CH:20]=[CH:21][CH:22]=1.C1(P(C2C=CC=CC=2)C2C=CC=CC=2)C=CC=CC=1.CCOC(/N=N/C(OCC)=O)=O.[Cl:66]CCl, predict the reaction product. The product is: [ClH:66].[CH2:27]1[C:16]2[C:15]3[C:14]([CH2:13][CH2:12][CH2:11][O:9][C:6]4[CH:7]=[CH:8][C:3]([C:1]#[N:2])=[CH:4][CH:5]=4)=[CH:22][CH:21]=[CH:20][C:19]=3[NH:18][C:17]=2[CH2:23][CH2:24][NH:25][CH2:26]1. (2) Given the reactants C(OC(=O)[NH:7][C:8]1[CH:13]=[C:12]([CH3:14])[C:11]([Cl:15])=[CH:10][C:9]=1[NH2:16])(C)(C)C.C(O[C:23](=[O:39])[CH2:24][C:25]([C:27]1[CH:32]=[CH:31][N:30]=[C:29]([C:33]2[CH:34]=[N:35][CH:36]=[CH:37][CH:38]=2)[CH:28]=1)=O)(C)(C)C, predict the reaction product. The product is: [N:30]1[CH:31]=[CH:32][C:27]([C:25]2[CH2:24][C:23](=[O:39])[NH:16][C:9]3[CH:10]=[C:11]([Cl:15])[C:12]([CH3:14])=[CH:13][C:8]=3[N:7]=2)=[CH:28][C:29]=1[C:33]1[CH:34]=[N:35][CH:36]=[CH:37][CH:38]=1. (3) Given the reactants [Br:1][C:2]1[CH:11]=[CH:10][CH:9]=[C:8]2[C:3]=1[CH2:4][CH2:5][N:6]([CH2:13][CH2:14][OH:15])[C:7]2=[O:12].[OH-].[K+].I[CH2:19][CH3:20].C(OCC)C, predict the reaction product. The product is: [Br:1][C:2]1[CH:11]=[CH:10][CH:9]=[C:8]2[C:3]=1[CH2:4][CH2:5][N:6]([CH2:13][CH2:14][O:15][CH2:19][CH3:20])[C:7]2=[O:12]. (4) Given the reactants Br[C:2]1[CH:11]=[CH:10][CH:9]=[C:8]2[C:3]=1[CH:4]=[CH:5][N:6]=[CH:7]2.[C:12]([O:16][C:17]([N:19]1[CH2:23][CH2:22][C@@H:21]([NH2:24])[CH2:20]1)=[O:18])([CH3:15])([CH3:14])[CH3:13].C(=O)([O-])[O-].[Cs+].[Cs+], predict the reaction product. The product is: [CH:7]1[C:8]2[C:3](=[C:2]([NH:24][C@@H:21]3[CH2:22][CH2:23][N:19]([C:17]([O:16][C:12]([CH3:15])([CH3:14])[CH3:13])=[O:18])[CH2:20]3)[CH:11]=[CH:10][CH:9]=2)[CH:4]=[CH:5][N:6]=1. (5) Given the reactants [CH3:1][N:2]([CH3:46])[CH2:3][CH2:4][O:5][C:6]1[CH:7]=[C:8]([NH:16][C:17](=[O:45])[CH2:18][C:19]2[CH:24]=[CH:23][C:22]([C:25]3[CH:26]=[N:27][C:28]([O:34]CC4C=CC(OC)=CC=4)=[C:29]([O:31][CH2:32][CH3:33])[CH:30]=3)=[CH:21][C:20]=2[F:44])[CH:9]=[C:10]([C:12]([F:15])([F:14])[F:13])[CH:11]=1, predict the reaction product. The product is: [CH3:46][N:2]([CH3:1])[CH2:3][CH2:4][O:5][C:6]1[CH:7]=[C:8]([NH:16][C:17](=[O:45])[CH2:18][C:19]2[CH:24]=[CH:23][C:22]([C:25]3[CH:30]=[C:29]([O:31][CH2:32][CH3:33])[C:28](=[O:34])[NH:27][CH:26]=3)=[CH:21][C:20]=2[F:44])[CH:9]=[C:10]([C:12]([F:15])([F:13])[F:14])[CH:11]=1. (6) Given the reactants CC1C=CC(S([N:11]2[N:15]3[C:16]4[C:25]5[C:20](=[CH:21][CH:22]=[CH:23][CH:24]=5)[N:19]=[C:18]([NH2:26])[C:17]=4[N:27]=[C:14]3[CH:13]=[CH:12]2)(=O)=O)=CC=1.[O-]CC.[Na+].C(OC)(C)(C)C, predict the reaction product. The product is: [CH:24]1[CH:23]=[CH:22][CH:21]=[C:20]2[C:25]=1[C:16]1[N:15]3[NH:11][CH:12]=[CH:13][C:14]3=[N:27][C:17]=1[C:18]([NH2:26])=[N:19]2. (7) Given the reactants [Cl:1][C:2]1[S:10][C:9]2[S:8](=[O:12])(=[O:11])[NH:7][CH2:6][C:5]([C:14]3[CH:23]=[CH:22][C:21]4[C:16](=[CH:17][CH:18]=[CH:19][CH:20]=4)[CH:15]=3)([OH:13])[C:4]=2[CH:3]=1.C[Si](C)(C)[N-][Si](C)(C)C.[Li+].[CH3:34][Si:35]([CH3:42])([CH3:41])[CH2:36][CH2:37][O:38][CH2:39]Cl, predict the reaction product. The product is: [Cl:1][C:2]1[S:10][C:9]2[S:8](=[O:12])(=[O:11])[N:7]([CH2:39][O:38][CH2:37][CH2:36][Si:35]([CH3:42])([CH3:41])[CH3:34])[CH2:6][C:5]([C:14]3[CH:23]=[CH:22][C:21]4[C:16](=[CH:17][CH:18]=[CH:19][CH:20]=4)[CH:15]=3)([OH:13])[C:4]=2[CH:3]=1. (8) Given the reactants Br[C:2]1[CH:3]=[N:4][CH:5]=[C:6]2[C:11]=1[NH:10][C:9](=[O:12])[CH:8]=[CH:7]2.[CH3:13][N:14]1[CH:18]=[C:17]([C:19]2[CH:24]=[CH:23][C:22](B3OC(C)(C)C(C)(C)O3)=[C:21]([CH3:34])[CH:20]=2)[CH:16]=[N:15]1.C([O-])([O-])=O.[Na+].[Na+], predict the reaction product. The product is: [CH3:34][C:21]1[CH:20]=[C:19]([C:17]2[CH:16]=[N:15][N:14]([CH3:13])[CH:18]=2)[CH:24]=[CH:23][C:22]=1[C:2]1[CH:3]=[N:4][CH:5]=[C:6]2[C:11]=1[N:10]=[C:9]([OH:12])[CH:8]=[CH:7]2. (9) Given the reactants C[Si]([N-][Si](C)(C)C)(C)C.[K+].[N:11]12[CH2:18][CH2:17][CH:14]([CH2:15][CH2:16]1)[CH:13]([OH:19])[CH2:12]2.[NH2:20][C:21]1[CH:28]=[C:27](F)[C:24]([C:25]#[N:26])=[CH:23][N:22]=1, predict the reaction product. The product is: [NH2:20][C:21]1[CH:28]=[C:27]([O:19][CH:13]2[CH:14]3[CH2:17][CH2:18][N:11]([CH2:16][CH2:15]3)[CH2:12]2)[C:24]([C:25]#[N:26])=[CH:23][N:22]=1. (10) Given the reactants [CH2:1]([O:8][C:9]([NH:11][CH2:12][C:13]1([C:28](=[O:36])[NH:29][C:30]2[CH:35]=[CH:34][CH:33]=[CH:32][CH:31]=2)[CH2:18][CH2:17][CH2:16][N:15](C(OCC[Si](C)(C)C)=O)[CH2:14]1)=[O:10])[C:2]1[CH:7]=[CH:6][CH:5]=[CH:4][CH:3]=1.CCCC[N+](CCCC)(CCCC)CCCC.[F-], predict the reaction product. The product is: [CH2:1]([O:8][C:9](=[O:10])[NH:11][CH2:12][C:13]1([C:28](=[O:36])[NH:29][C:30]2[CH:35]=[CH:34][CH:33]=[CH:32][CH:31]=2)[CH2:18][CH2:17][CH2:16][NH:15][CH2:14]1)[C:2]1[CH:7]=[CH:6][CH:5]=[CH:4][CH:3]=1.